Dataset: Forward reaction prediction with 1.9M reactions from USPTO patents (1976-2016). Task: Predict the product of the given reaction. (1) Given the reactants [N:1]1([CH:6]2[CH2:11][CH2:10][C:9](=O)[CH2:8][CH2:7]2)[CH:5]=[CH:4][N:3]=[CH:2]1.[NH:13]1[CH2:16][CH:15]([NH:17][C:18]([CH2:20][NH:21][C:22](=[O:33])[C:23]2[CH:28]=[CH:27][CH:26]=[C:25]([C:29]([F:32])([F:31])[F:30])[CH:24]=2)=[O:19])[CH2:14]1, predict the reaction product. The product is: [N:1]1([CH:6]2[CH2:11][CH2:10][CH:9]([N:13]3[CH2:16][CH:15]([NH:17][C:18]([CH2:20][NH:21][C:22](=[O:33])[C:23]4[CH:28]=[CH:27][CH:26]=[C:25]([C:29]([F:32])([F:30])[F:31])[CH:24]=4)=[O:19])[CH2:14]3)[CH2:8][CH2:7]2)[CH:5]=[CH:4][N:3]=[CH:2]1. (2) Given the reactants [CH2:1]([N:3]1[CH2:8][CH2:7][N:6]([CH2:9][C:10]2[CH:15]=[CH:14][C:13]([N+:16]([O-])=O)=[CH:12][C:11]=2[C:19]([F:22])([F:21])[F:20])[CH2:5][CH2:4]1)[CH3:2], predict the reaction product. The product is: [CH2:1]([N:3]1[CH2:8][CH2:7][N:6]([CH2:9][C:10]2[CH:15]=[CH:14][C:13]([NH2:16])=[CH:12][C:11]=2[C:19]([F:22])([F:20])[F:21])[CH2:5][CH2:4]1)[CH3:2].